Dataset: Forward reaction prediction with 1.9M reactions from USPTO patents (1976-2016). Task: Predict the product of the given reaction. (1) The product is: [Cl:1][C:2]1[CH:3]=[CH:4][C:5]([S:8][C:9]2[CH:14]=[CH:13][CH:12]=[C:11]([F:15])[C:10]=2/[CH:16]=[CH:17]/[C:18]([NH:21][CH2:22][CH2:23][CH2:24][CH2:25][OH:26])=[O:20])=[CH:6][CH:7]=1. Given the reactants [Cl:1][C:2]1[CH:7]=[CH:6][C:5]([S:8][C:9]2[CH:14]=[CH:13][CH:12]=[C:11]([F:15])[C:10]=2/[CH:16]=[CH:17]/[C:18]([OH:20])=O)=[CH:4][CH:3]=1.[NH2:21][CH2:22][CH2:23][CH2:24][CH2:25][OH:26], predict the reaction product. (2) Given the reactants CS(O[CH2:6][C:7]1[C:12]([F:13])=[C:11]([O:14][CH3:15])[CH:10]=[C:9]([O:16][CH3:17])[C:8]=1[F:18])(=O)=O.[C-:19]#[N:20].[Na+], predict the reaction product. The product is: [F:18][C:8]1[C:9]([O:16][CH3:17])=[CH:10][C:11]([O:14][CH3:15])=[C:12]([F:13])[C:7]=1[CH2:6][C:19]#[N:20]. (3) Given the reactants C([N:8]1[CH2:12][CH2:11][C@@H:10]2[CH2:13][N:14]([C:17]3[CH:25]=[CH:24][CH:23]=[C:22]4[C:18]=3[CH:19]=[N:20][N:21]4[C:26]3[CH:31]=[CH:30][CH:29]=[CH:28][C:27]=3[F:32])[C:15](=[O:16])[C@H:9]12)C1C=CC=CC=1.[H][H], predict the reaction product. The product is: [F:32][C:27]1[CH:28]=[CH:29][CH:30]=[CH:31][C:26]=1[N:21]1[C:22]2[C:18](=[C:17]([N:14]3[CH2:13][C@@H:10]4[C@@H:9]([NH:8][CH2:12][CH2:11]4)[C:15]3=[O:16])[CH:25]=[CH:24][CH:23]=2)[CH:19]=[N:20]1. (4) Given the reactants [OH:1][CH:2]([CH3:10])[CH2:3][CH2:4][CH2:5][CH2:6][C:7](O)=[O:8].O, predict the reaction product. The product is: [CH2:7]([OH:8])[CH2:6][CH2:5][CH2:4][CH2:3][CH:2]([OH:1])[CH3:10]. (5) Given the reactants [CH3:1][O:2][C:3](=[O:8])[CH2:4][CH2:5][CH2:6]Br.[CH3:9][O:10][C:11](=[O:31])[C:12]1[CH:17]=[C:16]([CH2:18][CH3:19])[C:15]([C:20]([F:23])([F:22])[F:21])=[CH:14][C:13]=1[NH:24][C:25]([O:27][CH:28]([CH3:30])[CH3:29])=[O:26].C(=O)([O-])[O-].[Cs+].[Cs+], predict the reaction product. The product is: [CH3:9][O:10][C:11](=[O:31])[C:12]1[CH:17]=[C:16]([CH2:18][CH3:19])[C:15]([C:20]([F:23])([F:22])[F:21])=[CH:14][C:13]=1[N:24]([C:25]([O:27][CH:28]([CH3:30])[CH3:29])=[O:26])[CH2:6][CH2:5][CH2:4][C:3]([O:2][CH3:1])=[O:8]. (6) Given the reactants Cl.[CH:2]([C:5]1[CH:6]=[C:7]([C@@H:11]([NH2:13])[CH3:12])[CH:8]=[CH:9][CH:10]=1)([CH3:4])[CH3:3].[C:14]([CH2:16][O:17][C:18]1[CH:19]=[C:20]([CH:36]=[CH:37][CH:38]=1)[CH2:21][N:22]1[C:30]2[C:25](=[CH:26][C:27]([C:31](O)=[O:32])=[CH:28][CH:29]=2)[C:24]([CH3:34])=[C:23]1[CH3:35])#[N:15], predict the reaction product. The product is: [C:14]([CH2:16][O:17][C:18]1[CH:19]=[C:20]([CH:36]=[CH:37][CH:38]=1)[CH2:21][N:22]1[C:30]2[C:25](=[CH:26][C:27]([C:31]([NH:13][C@H:11]([C:7]3[CH:8]=[CH:9][CH:10]=[C:5]([CH:2]([CH3:4])[CH3:3])[CH:6]=3)[CH3:12])=[O:32])=[CH:28][CH:29]=2)[C:24]([CH3:34])=[C:23]1[CH3:35])#[N:15]. (7) Given the reactants [Cl:1][C:2]1[CH:7]=[CH:6][CH:5]=[CH:4][C:3]=1[CH2:8][CH2:9][C:10](O)=[O:11].[Cl:13][C:14]1[CH:15]=[CH:16][CH:17]=[C:18]2[C:27]=1[C:21]1([CH2:26][CH2:25][NH:24][CH2:23][CH2:22]1)[CH2:20][CH:19]2[CH2:28][C:29]([O:31]CC)=[O:30], predict the reaction product. The product is: [Cl:13][C:14]1[CH:15]=[CH:16][CH:17]=[C:18]2[C:27]=1[C:21]1([CH2:22][CH2:23][N:24]([C:10](=[O:11])[CH2:9][CH2:8][C:3]3[CH:4]=[CH:5][CH:6]=[CH:7][C:2]=3[Cl:1])[CH2:25][CH2:26]1)[CH2:20][CH:19]2[CH2:28][C:29]([OH:31])=[O:30]. (8) Given the reactants [Br:1][C:2]1[CH:3]=[C:4]([CH3:17])[C:5]2[N:9]=[C:8]([CH2:10][CH2:11][CH3:12])[N:7]([CH2:13][CH2:14][OH:15])[C:6]=2[CH:16]=1.CCN(CC)CC.[CH3:25][S:26](Cl)(=[O:28])=[O:27], predict the reaction product. The product is: [CH3:25][S:26]([O:15][CH2:14][CH2:13][N:7]1[C:6]2[CH:16]=[C:2]([Br:1])[CH:3]=[C:4]([CH3:17])[C:5]=2[N:9]=[C:8]1[CH2:10][CH2:11][CH3:12])(=[O:28])=[O:27].